The task is: Predict which catalyst facilitates the given reaction.. This data is from Catalyst prediction with 721,799 reactions and 888 catalyst types from USPTO. (1) Reactant: [N+]([N-:3][CH2:4][C@H:5]1[CH2:9][CH2:8][C:7](=[O:10])[N:6]1[CH3:11])#N. Product: [NH2:3][CH2:4][C@@H:5]1[N:6]([CH3:11])[C:7](=[O:10])[CH2:8][CH2:9]1. The catalyst class is: 19. (2) Reactant: [Br:1][C:2]1[CH:3]=[CH:4][C:5]([F:22])=[C:6]([C@@:8]([NH:15][S@](C(C)(C)C)=O)([CH2:12][CH2:13][OH:14])[CH:9]([F:11])[F:10])[CH:7]=1.Cl.C([O-])([O-])=O.[Na+].[Na+]. Product: [NH2:15][C@@:8]([C:6]1[CH:7]=[C:2]([Br:1])[CH:3]=[CH:4][C:5]=1[F:22])([CH:9]([F:10])[F:11])[CH2:12][CH2:13][OH:14]. The catalyst class is: 1. (3) Reactant: [OH:1][C:2]1[CH:3]=[CH:4][C:5]2[O:9][C:8]([C:10](=[O:14])[CH:11]([CH3:13])[CH3:12])=[C:7]([CH3:15])[C:6]=2[CH:16]=1.[BH4-].[Na+]. Product: [OH:1][C:2]1[CH:3]=[CH:4][C:5]2[O:9][C:8]([CH:10]([OH:14])[CH:11]([CH3:12])[CH3:13])=[C:7]([CH3:15])[C:6]=2[CH:16]=1. The catalyst class is: 83.